The task is: Predict the reactants needed to synthesize the given product.. This data is from Full USPTO retrosynthesis dataset with 1.9M reactions from patents (1976-2016). (1) The reactants are: [CH2:1]([CH:3]1[CH2:8][CH2:7][NH:6][CH2:5][CH2:4]1)[CH3:2].Cl[CH2:10][C:11]#[N:12]. Given the product [CH2:1]([CH:3]1[CH2:8][CH2:7][N:6]([CH2:10][C:11]#[N:12])[CH2:5][CH2:4]1)[CH3:2], predict the reactants needed to synthesize it. (2) Given the product [C:42]([C:39]1[CH:40]=[CH:41][C:36]([N:32]([CH:33]([CH3:35])[CH3:34])[C:30]([C:27]2[CH:26]=[CH:25][N:24]3[N:23]=[CH:22][C:8]([C:6]4[CH:5]=[CH:4][C:3]([C:30](=[O:31])[NH:32][CH3:33])=[CH:2][N:7]=4)=[C:29]3[CH:28]=2)=[O:31])=[N:37][CH:38]=1)#[N:43], predict the reactants needed to synthesize it. The reactants are: Br[C:2]1[N:7]=[C:6]([C:8](NC)=O)[CH:5]=[CH:4][CH:3]=1.C[Sn](C)C.C[Sn](C)C.BrC1[CH:22]=[N:23][N:24]2[CH:29]=[CH:28][C:27]([C:30]([N:32]([C:36]3[CH:41]=[CH:40][C:39]([C:42]#[N:43])=[CH:38][N:37]=3)[CH:33]([CH3:35])[CH3:34])=[O:31])=[CH:26][C:25]=12. (3) Given the product [F:1][C:2]1[CH:7]=[C:6]2[C:5](=[CH:4][C:3]=1[NH2:16])[NH:13][CH:9]=[CH:8]2, predict the reactants needed to synthesize it. The reactants are: [F:1][C:2]1[C:3]([N+:16]([O-])=O)=[CH:4][C:5]([N+:13]([O-])=O)=[C:6]([CH:8]=[CH:9]N(C)C)[CH:7]=1. (4) Given the product [NH2:36][C:34]([C@@H:33]1[CH2:37][CH2:38][CH2:39][N:32]1[C:22](=[O:23])[CH2:21][C:12]1[C:11]([C:25]2[CH:30]=[CH:29][C:28]([CH3:31])=[CH:27][CH:26]=2)=[C:10]([CH2:9][NH:8][C:6](=[O:7])[O:5][C:1]([CH3:2])([CH3:4])[CH3:3])[C:15]([CH2:16][CH:17]([CH3:19])[CH3:18])=[N:14][C:13]=1[CH3:20])=[O:35], predict the reactants needed to synthesize it. The reactants are: [C:1]([O:5][C:6]([NH:8][CH2:9][C:10]1[C:11]([C:25]2[CH:30]=[CH:29][C:28]([CH3:31])=[CH:27][CH:26]=2)=[C:12]([CH2:21][C:22](O)=[O:23])[C:13]([CH3:20])=[N:14][C:15]=1[CH2:16][CH:17]([CH3:19])[CH3:18])=[O:7])([CH3:4])([CH3:3])[CH3:2].[NH:32]1[CH2:39][CH2:38][CH2:37][C@H:33]1[C:34]([NH2:36])=[O:35].F[P-](F)(F)(F)(F)F.N1(OC(N(C)C)=[N+](C)C)C2N=CC=CC=2N=N1. (5) Given the product [CH:1]1([CH:4]([C:11]2[CH:16]=[CH:15][CH:14]=[C:13]([O:17][CH2:18][CH:19]3[CH2:24][CH2:23][N:22]([C:25]4[C:30]([C:31](=[O:44])[N:32]([CH2:39][C:40]([CH3:42])([CH3:41])[CH3:43])[C:33]5[CH:38]=[CH:37][CH:36]=[CH:35][N:34]=5)=[CH:29][CH:28]=[C:27]([CH2:45][CH3:46])[N:26]=4)[CH2:21][CH2:20]3)[CH:12]=2)[CH2:5][C:6]([O:8][CH2:9][CH3:10])=[O:7])[CH2:2][CH2:3]1, predict the reactants needed to synthesize it. The reactants are: [CH:1]1([CH:4]([C:11]2[CH:16]=[CH:15][CH:14]=[C:13]([O:17][CH2:18][CH:19]3[CH2:24][CH2:23][N:22]([C:25]4[C:30]([C:31](=[O:44])[N:32]([CH2:39][C:40]([CH3:43])([CH3:42])[CH3:41])[C:33]5[CH:38]=[CH:37][CH:36]=[CH:35][N:34]=5)=[CH:29][CH:28]=[C:27]([CH:45]=[CH2:46])[N:26]=4)[CH2:21][CH2:20]3)[CH:12]=2)[CH2:5][C:6]([O:8][CH2:9][CH3:10])=[O:7])[CH2:3][CH2:2]1. (6) Given the product [C:22]([O:21][C:19]([N:15]1[C:16]2[C:12](=[CH:11][C:10]([F:9])=[CH:18][CH:17]=2)[CH:13]=[C:14]1[B:28]([OH:31])[OH:29])=[O:20])([CH3:25])([CH3:24])[CH3:23], predict the reactants needed to synthesize it. The reactants are: [Li+].CC([N-]C(C)C)C.[F:9][C:10]1[CH:11]=[C:12]2[C:16](=[CH:17][CH:18]=1)[N:15]([C:19]([O:21][C:22]([CH3:25])([CH3:24])[CH3:23])=[O:20])[CH:14]=[CH:13]2.N#N.[B:28](OC)([O:31]C)[O:29]C. (7) Given the product [Cl:1][C:2]1[CH:7]=[CH:6][C:5]2[N:8]([CH2:19][C:20]([O:22][C:23]([CH3:26])([CH3:25])[CH3:24])=[O:21])[N:9]=[C:10]([I:11])[C:4]=2[N:3]=1, predict the reactants needed to synthesize it. The reactants are: [Cl:1][C:2]1[CH:7]=[CH:6][C:5]2[NH:8][N:9]=[C:10]([I:11])[C:4]=2[N:3]=1.C(=O)([O-])[O-].[K+].[K+].Br[CH2:19][C:20]([O:22][C:23]([CH3:26])([CH3:25])[CH3:24])=[O:21].O. (8) Given the product [Cl:12][C:10]1[C:9]2[C:4](=[C:5]([CH3:15])[C:6]([O:13][CH3:14])=[CH:7][CH:8]=2)[N:3]=[C:2]([C:23]2[CH:22]=[N:21][N:20]([CH2:19][CH2:18][CH:17]([CH3:34])[CH3:16])[CH:24]=2)[CH:11]=1, predict the reactants needed to synthesize it. The reactants are: Cl[C:2]1[CH:11]=[C:10]([Cl:12])[C:9]2[C:4](=[C:5]([CH3:15])[C:6]([O:13][CH3:14])=[CH:7][CH:8]=2)[N:3]=1.[CH3:16][CH:17]([CH3:34])[CH2:18][CH2:19][N:20]1[CH:24]=[C:23](B2OC(C)(C)C(C)(C)O2)[CH:22]=[N:21]1.ClC1C2C(=C(C)C(OC)=CC=2)N=C(C2C=NN(CC)C=2)C=1. (9) Given the product [C:21]([C:23]1[N:27]([CH3:28])[C:26]([C:2]2[CH:7]=[CH:6][C:5]([S:8]([N:11]([CH2:14][CH3:15])[CH2:12][CH3:13])(=[O:10])=[O:9])=[C:4]([O:16][C:17]([F:20])([F:19])[F:18])[CH:3]=2)=[CH:25][CH:24]=1)#[N:22], predict the reactants needed to synthesize it. The reactants are: Br[C:2]1[CH:7]=[CH:6][C:5]([S:8]([N:11]([CH2:14][CH3:15])[CH2:12][CH3:13])(=[O:10])=[O:9])=[C:4]([O:16][C:17]([F:20])([F:19])[F:18])[CH:3]=1.[C:21]([C:23]1[N:27]([CH3:28])[C:26](B(O)O)=[CH:25][CH:24]=1)#[N:22].[F-].[K+].